Dataset: Forward reaction prediction with 1.9M reactions from USPTO patents (1976-2016). Task: Predict the product of the given reaction. (1) Given the reactants [CH3:1][NH:2][CH3:3].[CH2:4]([N:11]1[C:15]2[C:16](Cl)=[N:17][N:18]([CH3:21])[C:19](=[O:20])[C:14]=2[N:13]=[CH:12]1)[C:5]1[CH:10]=[CH:9][CH:8]=[CH:7][CH:6]=1, predict the reaction product. The product is: [CH2:4]([N:11]1[C:15]2[C:16]([N:2]([CH3:3])[CH3:1])=[N:17][N:18]([CH3:21])[C:19](=[O:20])[C:14]=2[N:13]=[CH:12]1)[C:5]1[CH:10]=[CH:9][CH:8]=[CH:7][CH:6]=1. (2) The product is: [C:1]([NH:5][C:6]([C:8]1[C:9]([C:21]2[S:22][CH:23]=[C:24]([C:26]3[CH:31]=[CH:30][CH:29]=[CH:28][CH:27]=3)[N:25]=2)=[N:10][NH:11][CH:12]=1)=[O:7])([CH3:4])([CH3:2])[CH3:3]. Given the reactants [C:1]([NH:5][C:6]([C:8]1[C:9]([C:21]2[S:22][CH:23]=[C:24]([C:26]3[CH:31]=[CH:30][CH:29]=[CH:28][CH:27]=3)[N:25]=2)=[N:10][N:11](COCC[Si](C)(C)C)[CH:12]=1)=[O:7])([CH3:4])([CH3:3])[CH3:2].FC(F)(F)C(O)=O.CO.[OH-].[NH4+], predict the reaction product. (3) Given the reactants [Cl:1][C:2]1[CH:3]=[C:4]([C:8]2[CH:13]=[C:12]([NH:14][C:15]3[CH:20]=[CH:19][C:18]([CH2:21][C:22](OCC)=[O:23])=[CH:17][CH:16]=3)[CH:11]=[C:10]([C:27]([F:30])([F:29])[F:28])[N:9]=2)[CH:5]=[CH:6][CH:7]=1.[Cl-].[NH4+:32].N, predict the reaction product. The product is: [Cl:1][C:2]1[CH:3]=[C:4]([C:8]2[CH:13]=[C:12]([NH:14][C:15]3[CH:16]=[CH:17][C:18]([CH2:21][C:22]([NH2:32])=[O:23])=[CH:19][CH:20]=3)[CH:11]=[C:10]([C:27]([F:28])([F:30])[F:29])[N:9]=2)[CH:5]=[CH:6][CH:7]=1. (4) Given the reactants [CH3:1][C:2]1[C:3]([CH2:8][N:9]([CH2:16][C:17]2[C:22]([CH3:23])=[CH:21][CH:20]=[CH:19][N:18]=2)[CH:10]2[CH2:15][CH2:14][NH:13][CH2:12][CH2:11]2)=[N:4][CH:5]=[CH:6][CH:7]=1.CCN(CC)CC.[C:31](Cl)(Cl)=[O:32].CCN(C(C)C)C(C)C.Cl.[CH3:45][NH:46][OH:47], predict the reaction product. The product is: [OH:47][N:46]([CH3:45])[C:31]([N:13]1[CH2:14][CH2:15][CH:10]([N:9]([CH2:16][C:17]2[C:22]([CH3:23])=[CH:21][CH:20]=[CH:19][N:18]=2)[CH2:8][C:3]2[C:2]([CH3:1])=[CH:7][CH:6]=[CH:5][N:4]=2)[CH2:11][CH2:12]1)=[O:32].